Dataset: Catalyst prediction with 721,799 reactions and 888 catalyst types from USPTO. Task: Predict which catalyst facilitates the given reaction. (1) Reactant: [N+:1]([C:4]1[CH:9]=[CH:8][C:7]([NH:10][CH2:11][CH2:12][S:13]([O-:16])(=O)=[O:14])=[CH:6][CH:5]=1)([O-:3])=[O:2].[Na+].P(Cl)(Cl)(Cl)(Cl)[Cl:19]. Product: [N+:1]([C:4]1[CH:9]=[CH:8][C:7]([NH:10][CH2:11][CH2:12][S:13]([Cl:19])(=[O:16])=[O:14])=[CH:6][CH:5]=1)([O-:3])=[O:2]. The catalyst class is: 113. (2) Reactant: Cl.C(OCC)(=O)C.[Cl:8][C:9]1[C:10]([CH3:28])=[CH:11][C:12]([C:26]#[N:27])=[C:13]([NH:15][C@H:16]2[CH2:21][CH2:20][CH2:19][CH2:18][C@@H:17]2[NH:22]C(=O)[O-])[CH:14]=1. Product: [NH2:22][C@H:17]1[CH2:18][CH2:19][CH2:20][CH2:21][C@@H:16]1[NH:15][C:13]1[CH:14]=[C:9]([Cl:8])[C:10]([CH3:28])=[CH:11][C:12]=1[C:26]#[N:27]. The catalyst class is: 8. (3) Reactant: [CH2:1]([NH:8][C:9]1[C:18]([CH:19]=[O:20])=[CH:17][C:16]2[C:11](=[CH:12][CH:13]=[C:14]([O:21][CH3:22])[CH:15]=2)[N:10]=1)[C:2]1[CH:7]=[CH:6][CH:5]=[CH:4][CH:3]=1. Product: [CH2:1]([NH:8][C:9]1[C:18]([CH2:19][OH:20])=[CH:17][C:16]2[C:11](=[CH:12][CH:13]=[C:14]([O:21][CH3:22])[CH:15]=2)[N:10]=1)[C:2]1[CH:3]=[CH:4][CH:5]=[CH:6][CH:7]=1. The catalyst class is: 1. (4) Reactant: [CH3:1][C:2]1[CH:7]=[CH:6][C:5]([NH:8][C:9](=[O:21])[C:10]2[CH:15]=[CH:14][N:13]=[C:12]([N:16]3[CH2:20][CH2:19][CH2:18][CH2:17]3)[CH:11]=2)=[CH:4][C:3]=1[C:22]1[CH:27]=[CH:26][C:25]([C:28]([OH:30])=O)=[CH:24][CH:23]=1.[CH3:31][N:32](C(ON1N=NC2C=CC=NC1=2)=[N+](C)C)C.F[P-](F)(F)(F)(F)F.C1C=CC2N(O)N=[N:61][C:59]=2C=1.[CH3:65][CH2:66][N:67]([CH:71]([CH3:73])C)[CH:68]([CH3:70])C. Product: [CH3:1][C:2]1[C:3]([C:22]2[CH:23]=[CH:24][C:25]([C:28]([NH:32][CH2:31][CH2:73][CH2:71][N:67]3[CH2:66][CH2:65][N:61]([CH3:59])[CH2:70][CH2:68]3)=[O:30])=[CH:26][CH:27]=2)=[CH:4][C:5]([NH:8][C:9](=[O:21])[C:10]2[CH:15]=[CH:14][N:13]=[C:12]([N:16]3[CH2:20][CH2:19][CH2:18][CH2:17]3)[CH:11]=2)=[CH:6][CH:7]=1. The catalyst class is: 3.